From a dataset of TCR-epitope binding with 47,182 pairs between 192 epitopes and 23,139 TCRs. Binary Classification. Given a T-cell receptor sequence (or CDR3 region) and an epitope sequence, predict whether binding occurs between them. (1) The epitope is RIFTIGTVTLK. The TCR CDR3 sequence is CASSQDLGINEQYF. Result: 0 (the TCR does not bind to the epitope). (2) The TCR CDR3 sequence is CASSLGQGNYEQYF. Result: 0 (the TCR does not bind to the epitope). The epitope is LPPAYTNSF. (3) The epitope is NLVPMVATV. The TCR CDR3 sequence is CASSKGQGAYGYTF. Result: 1 (the TCR binds to the epitope).